Task: Predict the reactants needed to synthesize the given product.. Dataset: Full USPTO retrosynthesis dataset with 1.9M reactions from patents (1976-2016) (1) Given the product [NH:21]1[CH:22]=[C:16]([C:15]([O:19][CH3:20])=[O:18])[CH:17]=[C:23]1[C:24]([O:26][CH3:27])=[O:25], predict the reactants needed to synthesize it. The reactants are: N1C2C(=CC=C3C=2N=CC=C3)C=CC=1.[C:15]([O:19][CH3:20])(=[O:18])[C:16]#[CH:17].[N+:21]([CH2:23][C:24]([O:26][CH3:27])=[O:25])#[C-:22]. (2) Given the product [CH3:31]/[C:24](/[CH2:25][CH2:26][CH:27]=[C:28]([CH3:30])[CH3:29])=[CH:23]\[CH2:22][O:1][C:2]1[CH:7]=[C:6]([CH3:8])[O:5][C:4](=[O:9])[CH:3]=1, predict the reactants needed to synthesize it. The reactants are: [OH:1][C:2]1[CH:7]=[C:6]([CH3:8])[O:5][C:4](=[O:9])[CH:3]=1.N12CCCN=C1CCCCC2.Br[CH2:22]/[CH:23]=[C:24](\[CH3:31])/[CH2:25][CH2:26][CH:27]=[C:28]([CH3:30])[CH3:29].C1(C)C=CC=CC=1.C(OCC)(=O)C.